Dataset: Forward reaction prediction with 1.9M reactions from USPTO patents (1976-2016). Task: Predict the product of the given reaction. (1) Given the reactants [OH:1][C:2]1[CH:9]=[CH:8][C:5]([CH:6]=[O:7])=[CH:4][CH:3]=1.C(=O)([O-])[O-].[K+].[K+].C1(C)C=CC(S(O[CH:26]2[CH2:31][CH2:30][N:29]([C:32]([O:34][C:35]([CH3:38])([CH3:37])[CH3:36])=[O:33])[CH2:28][CH2:27]2)(=O)=O)=CC=1, predict the reaction product. The product is: [CH:6]([C:5]1[CH:8]=[CH:9][C:2]([O:1][CH:26]2[CH2:31][CH2:30][N:29]([C:32]([O:34][C:35]([CH3:38])([CH3:37])[CH3:36])=[O:33])[CH2:28][CH2:27]2)=[CH:3][CH:4]=1)=[O:7]. (2) Given the reactants C([O:3][C:4](=[O:17])[C:5]1[CH:10]=[C:9]([C:11]([F:14])([F:13])[F:12])[CH:8]=[C:7]([Br:15])[C:6]=1[NH2:16])C.NC1C(Cl)=C(C=O)C(C(F)(F)F)=CC=1C(O)=O, predict the reaction product. The product is: [NH2:16][C:6]1[C:7]([Br:15])=[CH:8][C:9]([C:11]([F:14])([F:12])[F:13])=[CH:10][C:5]=1[C:4]([OH:17])=[O:3]. (3) Given the reactants [F:1][C:2]1[CH:3]=[C:4]([CH:12]=[CH:13][CH:14]=1)[CH2:5][C:6]1[S:10][C:9]([NH2:11])=[N:8][CH:7]=1.[CH3:15][O:16][CH2:17][CH2:18]Br, predict the reaction product. The product is: [F:1][C:2]1[CH:3]=[C:4]([CH:12]=[CH:13][CH:14]=1)[CH2:5][C:6]1[S:10][C:9](=[NH:11])[N:8]([CH2:18][CH2:17][O:16][CH3:15])[CH:7]=1. (4) Given the reactants [N+]([C:4]1[CH:23]=[CH:22][C:7]([CH2:8][N:9]2[C:13](C(F)(F)F)=[CH:12][C:11]([C:18](F)(F)F)=[N:10]2)=[CH:6][CH:5]=1)([O-])=O.CC1C=C(C=CC=1[N+]([O-])=O)CN1[C:33]([C:34]([F:37])([F:36])[F:35])=[CH:32][C:31](C(F)(F)F)=N1.CC1C=C(C=CC=1[N+:72]([O-:74])=[O:73])CN1C(C(F)(F)C(F)(F)F)=NC(C(F)(F)F)=N1.CC1C=C(C=CC=1[N+]([O-])=O)C[N:80]1C(C(F)(F)F)=NC(C(F)(F)C(F)(F)F)=[N:81]1.[CH3:102]C1C=C(C=CC=1[N+]([O-])=O)CN1C=C(C(F)(F)C(F)(F)F)C(C(F)(F)C(F)(F)F)=N1.FC(F)(F)C1C=C(C(F)(F)F)N(CC2N=C(C)C([N+]([O-])=O)=CC=2)N=1.FC(F)(F)C1C=C(C(F)(F)F)N(CC2C(F)=CC([N+]([O-])=O)=C(C)N=2)N=1.FC(F)(C1C=C(C(F)(F)C(F)(F)F)N(CC2N=C(C)C([N+]([O-])=O)=CC=2)N=1)C(F)(F)F.FC(F)(F)C1N=C(C(F)(F)F)N(CC2N=C(C)C([N+]([O-])=O)=CC=2)N=1.CC1C([N+]([O-])=O)=CC=C(CN2N=NC(C(F)(F)F)=N2)N=1, predict the reaction product. The product is: [CH3:102][C:6]1[C:5]([N+:72]([O-:74])=[O:73])=[CH:4][CH:23]=[CH:22][C:7]=1[CH2:8][N:9]1[C:13]([C:12]2[CH:11]=[CH:18][C:33]([C:34]([F:37])([F:36])[F:35])=[CH:32][CH:31]=2)=[N:81][NH:80][NH:10]1. (5) The product is: [Br:1][C:2]1[CH:7]=[C:6]2[C:5]([C:8]([CH3:9])=[N:10][NH:11]2)=[CH:4][CH:3]=1. Given the reactants [Br:1][C:2]1[CH:7]=[CH:6][C:5]([C:8](=[N:10][NH2:11])[CH3:9])=[C:4](F)[CH:3]=1.O.C(=O)(O)[O-].[Na+], predict the reaction product.